Dataset: Full USPTO retrosynthesis dataset with 1.9M reactions from patents (1976-2016). Task: Predict the reactants needed to synthesize the given product. (1) Given the product [CH3:15][CH:14]([NH:17][C:2]1[CH:9]=[CH:8][C:5]([C:6]#[N:7])=[C:4]([C:10]([F:13])([F:12])[F:11])[CH:3]=1)[CH3:16], predict the reactants needed to synthesize it. The reactants are: F[C:2]1[CH:9]=[CH:8][C:5]([C:6]#[N:7])=[C:4]([C:10]([F:13])([F:12])[F:11])[CH:3]=1.[CH:14]([NH2:17])([CH3:16])[CH3:15]. (2) The reactants are: [CH2:1]([C:3]1[C:4]([C:12]2[O:13][CH:14]=[CH:15][CH:16]=2)=[N:5][C:6]([NH2:11])=[N:7][C:8]=1[S:9][CH3:10])[CH3:2].C1(C2[O:25]N2S(C2C=CC=CC=2)(=O)=O)C=CC=CC=1. Given the product [CH2:1]([C:3]1[C:4]([C:12]2[O:13][CH:14]=[CH:15][CH:16]=2)=[N:5][C:6]([NH2:11])=[N:7][C:8]=1[S:9]([CH3:10])=[O:25])[CH3:2], predict the reactants needed to synthesize it. (3) Given the product [CH3:13][O:14][C:15]1[CH:22]=[CH:21][C:18]([CH2:19][O:1][C:2]2[CH:3]=[C:4]3[C:9](=[CH:10][CH:11]=2)[C:8](=[O:12])[CH2:7][CH2:6][CH2:5]3)=[CH:17][CH:16]=1, predict the reactants needed to synthesize it. The reactants are: [OH:1][C:2]1[CH:3]=[C:4]2[C:9](=[CH:10][CH:11]=1)[C:8](=[O:12])[CH2:7][CH2:6][CH2:5]2.[CH3:13][O:14][C:15]1[CH:22]=[CH:21][C:18]([CH2:19]Cl)=[CH:17][CH:16]=1.C([O-])([O-])=O.[Cs+].[Cs+]. (4) Given the product [CH:2]([C@H:3]1[N:8]([C:9]([C:22]2[CH:23]=[CH:24][CH:25]=[CH:26][CH:27]=2)([C:16]2[CH:21]=[CH:20][CH:19]=[CH:18][CH:17]=2)[C:10]2[CH:11]=[CH:12][CH:13]=[CH:14][CH:15]=2)[CH2:7][CH2:6][N:5]([C:28]([O:30][CH2:31][C:32]2[CH:37]=[CH:36][CH:35]=[CH:34][CH:33]=2)=[O:29])[CH2:4]1)=[O:1], predict the reactants needed to synthesize it. The reactants are: [OH:1][CH2:2][C@H:3]1[N:8]([C:9]([C:22]2[CH:27]=[CH:26][CH:25]=[CH:24][CH:23]=2)([C:16]2[CH:21]=[CH:20][CH:19]=[CH:18][CH:17]=2)[C:10]2[CH:15]=[CH:14][CH:13]=[CH:12][CH:11]=2)[CH2:7][CH2:6][N:5]([C:28]([O:30][CH2:31][C:32]2[CH:37]=[CH:36][CH:35]=[CH:34][CH:33]=2)=[O:29])[CH2:4]1.C(N(CC)CC)C.